Dataset: Retrosynthesis with 50K atom-mapped reactions and 10 reaction types from USPTO. Task: Predict the reactants needed to synthesize the given product. (1) Given the product Cc1cscc1NC(=S)Nc1cc(C(F)(F)F)cc(Cl)c1N, predict the reactants needed to synthesize it. The reactants are: Cc1cscc1N=C=S.Nc1cc(C(F)(F)F)cc(Cl)c1N. (2) The reactants are: CC(C)(C)OC(=O)N1CCCc2oc3cc(-n4ccc(OCc5ccc(C(F)(F)F)nc5)cc4=O)ccc3c2C1. Given the product O=c1cc(OCc2ccc(C(F)(F)F)nc2)ccn1-c1ccc2c3c(oc2c1)CCCNC3, predict the reactants needed to synthesize it. (3) Given the product CC(C(=O)OC1CC[N+](C)(C)CC1)(c1ccc(C#N)cc1)C1CCCC1, predict the reactants needed to synthesize it. The reactants are: CI.CN1CCC(OC(=O)C(C)(c2ccc(C#N)cc2)C2CCCC2)CC1. (4) Given the product Cc1onc2c1c(=O)n(C1CC(CN=[N+]=[N-])CN(C(=O)OC(C)(C)C)C1)c1cccc(Cl)c21, predict the reactants needed to synthesize it. The reactants are: Cc1onc2c1c(=O)n(C1CC(COS(C)(=O)=O)CN(C(=O)OC(C)(C)C)C1)c1cccc(Cl)c21.[N-]=[N+]=[N-]. (5) Given the product O=C(COc1ccccc1[N+](=O)[O-])CN1CCOCC1, predict the reactants needed to synthesize it. The reactants are: O=[N+]([O-])c1ccccc1OCC(O)CN1CCOCC1. (6) Given the product O=C(O)[C@@H]1CCCC[C@H]1NS(=O)(=O)c1ccc(Oc2ccccc2)cc1, predict the reactants needed to synthesize it. The reactants are: N[C@@H]1CCCC[C@H]1C(=O)O.O=S(=O)(Cl)c1ccc(Oc2ccccc2)cc1.